Dataset: Forward reaction prediction with 1.9M reactions from USPTO patents (1976-2016). Task: Predict the product of the given reaction. (1) Given the reactants Cl.[NH:2]1[CH2:6][CH2:5][CH:4]([S:7][C:8]2[CH:9]=[C:10]([OH:14])[CH:11]=[CH:12][CH:13]=2)[CH2:3]1.[C:15]1([CH2:21][CH2:22][CH:23]=O)[CH:20]=[CH:19][CH:18]=[CH:17][CH:16]=1, predict the reaction product. The product is: [C:15]1([CH2:21][CH2:22][CH2:23][N:2]2[CH2:6][CH2:5][CH:4]([S:7][C:8]3[CH:9]=[C:10]([OH:14])[CH:11]=[CH:12][CH:13]=3)[CH2:3]2)[CH:20]=[CH:19][CH:18]=[CH:17][CH:16]=1. (2) Given the reactants [F:1][C:2]1[CH:7]=[CH:6][C:5]([C:8]2[N:12]=[C:11]([C:13]34[CH2:20][CH2:19][C:16]([C:21]5O[C:23]([C:26]6[CH:31]=[CH:30][CH:29]=[CH:28][C:27]=6[C:32]([F:35])([F:34])[F:33])=[N:24][N:25]=5)([CH2:17][CH2:18]3)[CH2:15][CH2:14]4)[O:10][N:9]=2)=[CH:4][CH:3]=1.FC(F)(F)C(O)=O.[CH3:43][NH2:44], predict the reaction product. The product is: [F:1][C:2]1[CH:7]=[CH:6][C:5]([C:8]2[N:12]=[C:11]([C:13]34[CH2:14][CH2:15][C:16]([C:21]5[N:44]([CH3:43])[C:23]([C:26]6[CH:31]=[CH:30][CH:29]=[CH:28][C:27]=6[C:32]([F:34])([F:35])[F:33])=[N:24][N:25]=5)([CH2:19][CH2:20]3)[CH2:17][CH2:18]4)[O:10][N:9]=2)=[CH:4][CH:3]=1.